Dataset: Reaction yield outcomes from USPTO patents with 853,638 reactions. Task: Predict the reaction yield, written as a fraction of the theoretical maximum amount of product (1.0 means a 100% yield; for example, 0.34 means a 34% yield). (1) The reactants are [CH3:1][C:2]1[C:3]2[N:4]([C:20]([C@@H:23]3[CH2:27][CH2:26][CH2:25][N:24]3[CH3:28])=[N:21][N:22]=2)[CH:5]=[C:6]([O:8][C@H:9]2[C:18]3[C:13](=[CH:14][CH:15]=[CH:16][CH:17]=3)[C@@H:12]([NH2:19])[CH2:11][CH2:10]2)[CH:7]=1.ClC(Cl)(Cl)C[O:32][C:33](=O)[NH:34][C:35]1[N:36]([C:44]2[CH:49]=[CH:48][C:47]([CH3:50])=[CH:46][CH:45]=2)[N:37]=[C:38]([C:40]([CH3:43])([CH3:42])[CH3:41])[CH:39]=1.CCN(C(C)C)C(C)C. The catalyst is CN(C=O)C.CCOC(C)=O. The product is [C:40]([C:38]1[CH:39]=[C:35]([NH:34][C:33]([NH:19][C@@H:12]2[C:13]3[C:18](=[CH:17][CH:16]=[CH:15][CH:14]=3)[C@H:9]([O:8][C:6]3[CH:7]=[C:2]([CH3:1])[C:3]4[N:4]([C:20]([C@@H:23]5[CH2:27][CH2:26][CH2:25][N:24]5[CH3:28])=[N:21][N:22]=4)[CH:5]=3)[CH2:10][CH2:11]2)=[O:32])[N:36]([C:44]2[CH:49]=[CH:48][C:47]([CH3:50])=[CH:46][CH:45]=2)[N:37]=1)([CH3:43])([CH3:41])[CH3:42]. The yield is 0.740. (2) The reactants are [C:1]1([C:20]2[CH:25]=[CH:24][CH:23]=[CH:22][CH:21]=2)[CH:6]=[CH:5][CH:4]=[C:3]([NH:7][C:8](=[O:19])[CH2:9][CH2:10][CH2:11][CH2:12][CH2:13][CH2:14][C:15]([O:17]C)=[O:16])[CH:2]=1.[OH-].[K+]. The catalyst is C1COCC1. The product is [C:1]1([C:20]2[CH:21]=[CH:22][CH:23]=[CH:24][CH:25]=2)[CH:6]=[CH:5][CH:4]=[C:3]([NH:7][C:8](=[O:19])[CH2:9][CH2:10][CH2:11][CH2:12][CH2:13][CH2:14][C:15]([OH:17])=[O:16])[CH:2]=1. The yield is 0.900. (3) The reactants are C(O[C:4]([C:6]1[S:10][C:9]([O:11][CH2:12][C:13]2[C:14]([C:19]3[CH:24]=[CH:23][CH:22]=[CH:21][CH:20]=3)=[N:15][O:16][C:17]=2[CH3:18])=[N:8][CH:7]=1)=[O:5])C.[CH2:25]([CH2:27][NH2:28])[OH:26]. No catalyst specified. The product is [OH:26][CH2:25][CH2:27][NH:28][C:4]([C:6]1[S:10][C:9]([O:11][CH2:12][C:13]2[C:14]([C:19]3[CH:20]=[CH:21][CH:22]=[CH:23][CH:24]=3)=[N:15][O:16][C:17]=2[CH3:18])=[N:8][CH:7]=1)=[O:5]. The yield is 0.590. (4) The reactants are C[Al](C)C.[NH:5]1[CH2:10][CH2:9][S:8](=[O:12])(=[O:11])[CH2:7][CH2:6]1.C[O:14][C:15](=O)[C:16]1[CH:21]=[CH:20][C:19]([O:22][CH2:23][C:24]2[C:25]([C:33]3[CH:38]=[CH:37][C:36]([F:39])=[CH:35][CH:34]=3)=[N:26][O:27][C:28]=2[C:29]([F:32])([F:31])[F:30])=[N:18][CH:17]=1.O. The catalyst is O1CCOCC1. The product is [O:11]=[S:8]1(=[O:12])[CH2:9][CH2:10][N:5]([C:15]([C:16]2[CH:17]=[N:18][C:19]([O:22][CH2:23][C:24]3[C:25]([C:33]4[CH:34]=[CH:35][C:36]([F:39])=[CH:37][CH:38]=4)=[N:26][O:27][C:28]=3[C:29]([F:30])([F:32])[F:31])=[CH:20][CH:21]=2)=[O:14])[CH2:6][CH2:7]1. The yield is 0.250. (5) The reactants are [CH3:1][O:2][CH2:3][CH2:4][N:5]1[CH2:11][CH2:10][C:9]2[CH:12]=[C:13]([NH2:16])[CH:14]=[CH:15][C:8]=2[CH2:7][CH2:6]1.[CH2:17]([O:19][C:20](=[O:36])[C:21]1[CH:26]=[CH:25][CH:24]=[CH:23][C:22]=1[NH:27][C:28]1[C:33]([Cl:34])=[CH:32][N:31]=[C:30](Cl)[N:29]=1)[CH3:18].C(O)C.C12(CS(O)(=O)=O)C(C)(C)C(CC1)CC2=O. No catalyst specified. The product is [CH2:17]([O:19][C:20](=[O:36])[C:21]1[CH:26]=[CH:25][CH:24]=[CH:23][C:22]=1[NH:27][C:28]1[C:33]([Cl:34])=[CH:32][N:31]=[C:30]([NH:16][C:13]2[CH:14]=[CH:15][C:8]3[CH2:7][CH2:6][N:5]([CH2:4][CH2:3][O:2][CH3:1])[CH2:11][CH2:10][C:9]=3[CH:12]=2)[N:29]=1)[CH3:18]. The yield is 0.600.